Dataset: Catalyst prediction with 721,799 reactions and 888 catalyst types from USPTO. Task: Predict which catalyst facilitates the given reaction. (1) Product: [Cl:16][C:17]1[CH:18]=[C:19]([CH:22]=[CH:23][CH:24]=1)[CH2:20][N:1]1[CH2:2][CH2:3][CH:4]([NH:7][C:8]2[N:13]=[N:12][C:11]([C:14]#[N:15])=[CH:10][CH:9]=2)[CH2:5][CH2:6]1. Reactant: [NH:1]1[CH2:6][CH2:5][CH:4]([NH:7][C:8]2[N:13]=[N:12][C:11]([C:14]#[N:15])=[CH:10][CH:9]=2)[CH2:3][CH2:2]1.[Cl:16][C:17]1[CH:18]=[C:19]([CH:22]=[CH:23][CH:24]=1)[CH2:20]Br.C(N(C(C)C)CC)(C)C. The catalyst class is: 245. (2) Reactant: [F:1][C:2]1[CH:25]=[CH:24][CH:23]=[C:22]([F:26])[C:3]=1[CH2:4][O:5][C:6]1[N:11]2[N:12]=[C:13]([CH3:20])[C:14]([C:15]([O:17]CC)=[O:16])=[C:10]2[CH:9]=[C:8]([CH3:21])[CH:7]=1.[OH-].[Na+]. Product: [F:1][C:2]1[CH:25]=[CH:24][CH:23]=[C:22]([F:26])[C:3]=1[CH2:4][O:5][C:6]1[N:11]2[N:12]=[C:13]([CH3:20])[C:14]([C:15]([OH:17])=[O:16])=[C:10]2[CH:9]=[C:8]([CH3:21])[CH:7]=1. The catalyst class is: 12.